Dataset: Full USPTO retrosynthesis dataset with 1.9M reactions from patents (1976-2016). Task: Predict the reactants needed to synthesize the given product. (1) Given the product [NH2:1][C:2]1[C:7]([O:8][CH2:23][C:22]#[CH:21])=[C:6]([Cl:9])[CH:5]=[C:4]([F:10])[C:3]=1[N:11]1[C:15](=[O:16])[N:14]([CH2:17][CH2:18][CH2:19][F:20])[N:13]=[N:12]1, predict the reactants needed to synthesize it. The reactants are: [NH2:1][C:2]1[C:7]([OH:8])=[C:6]([Cl:9])[CH:5]=[C:4]([F:10])[C:3]=1[N:11]1[C:15](=[O:16])[N:14]([CH2:17][CH2:18][CH2:19][F:20])[N:13]=[N:12]1.[CH2:21](Br)[C:22]#[CH:23].C(=O)([O-])[O-].[K+].[K+]. (2) Given the product [CH2:11]([O:10][C:5]1[C:6]([O:8][CH3:9])=[CH:7][C:2]2[N:1]=[N:33][C:19]3[C:18]([C:3]=2[CH:4]=1)=[CH:27][CH:26]=[C:25]1[CH:24]=[C:23]([O:28][CH3:29])[C:22]([O:30][CH3:31])=[CH:21][C:20]=31)[C:12]1[CH:13]=[CH:14][CH:15]=[CH:16][CH:17]=1, predict the reactants needed to synthesize it. The reactants are: [NH2:1][C:2]1[CH:7]=[C:6]([O:8][CH3:9])[C:5]([O:10][CH2:11][C:12]2[CH:17]=[CH:16][CH:15]=[CH:14][CH:13]=2)=[CH:4][C:3]=1[C:18]1[CH:19]=[C:20]2[C:25](=[CH:26][CH:27]=1)[CH:24]=[C:23]([O:28][CH3:29])[C:22]([O:30][CH3:31])=[CH:21]2.Cl.[N:33]([O-])=O.[Na+].O. (3) Given the product [NH:10]1[C:14]2[CH:15]=[CH:16][CH:17]=[CH:18][C:13]=2[N:12]=[C:11]1[CH:7]([NH:8][C:9]([NH:23][C@H:24]1[CH2:29][CH2:28][C@H:27]([OH:30])[CH2:26][CH2:25]1)=[O:19])[CH2:6][C:5]1[CH:20]=[CH:21][C:2]([Br:1])=[CH:3][C:4]=1[F:22], predict the reactants needed to synthesize it. The reactants are: [Br:1][C:2]1[CH:21]=[CH:20][C:5]([CH2:6][CH:7]2[C:11]3=[N:12][C:13]4[CH:18]=[CH:17][CH:16]=[CH:15][C:14]=4[N:10]3[C:9](=[O:19])[NH:8]2)=[C:4]([F:22])[CH:3]=1.[NH2:23][C@H:24]1[CH2:29][CH2:28][C@H:27]([OH:30])[CH2:26][CH2:25]1.C(O)(C(F)(F)F)=O. (4) Given the product [CH3:18][C:19]1[CH:26]=[CH:25][CH:24]=[C:23]([CH3:27])[C:20]=1[CH2:21][O:1][C:2]1[CH:3]=[C:4]([C:9](=[O:11])[CH3:10])[CH:5]=[CH:6][C:7]=1[CH3:8], predict the reactants needed to synthesize it. The reactants are: [OH:1][C:2]1[CH:3]=[C:4]([C:9](=[O:11])[CH3:10])[CH:5]=[CH:6][C:7]=1[CH3:8].C([O-])([O-])=O.[K+].[K+].[CH3:18][C:19]1[CH:26]=[CH:25][CH:24]=[C:23]([CH3:27])[C:20]=1[CH2:21]Cl. (5) Given the product [CH3:1][C:2]1[S:3][C:4]([Sn:16]([CH2:18][CH2:19][CH2:20][CH3:21])([CH2:22][CH2:23][CH2:24][CH3:25])[CH2:12][CH2:13][CH2:14][CH3:15])=[CH:5][N:6]=1, predict the reactants needed to synthesize it. The reactants are: [CH3:1][C:2]1[S:3][CH:4]=[CH:5][N:6]=1.C([Li])CCC.[CH2:12]([Sn:16]([CH2:22][CH2:23][CH2:24][CH3:25])([CH2:18][CH2:19][CH2:20][CH3:21])Cl)[CH2:13][CH2:14][CH3:15].C([O-])(O)=O.[Na+].